This data is from Full USPTO retrosynthesis dataset with 1.9M reactions from patents (1976-2016). The task is: Predict the reactants needed to synthesize the given product. (1) Given the product [NH2:13][CH:11]([C:8]1[CH:9]=[CH:10][C:5]2[C:4]([CH3:15])([CH3:16])[O:3][B:2]([OH:1])[C:6]=2[CH:7]=1)[CH3:12], predict the reactants needed to synthesize it. The reactants are: [OH:1][B:2]1[C:6]2[CH:7]=[C:8](/[C:11](=[N:13]/O)/[CH3:12])[CH:9]=[CH:10][C:5]=2[C:4]([CH3:16])([CH3:15])[O:3]1. (2) The reactants are: [N:1]1[CH:6]=[CH:5][CH:4]=[N:3][C:2]=1[C:7]1[O:15][C:10]2=[CH:11][N:12]=[CH:13][CH:14]=[C:9]2[C:8]=1[NH:16][C:17]1[CH:25]=[CH:24][CH:23]=[C:22]2[C:18]=1[C:19]([C:33]([O:35][CH3:36])=[O:34])=[N:20][N:21]2C(OC(C)(C)C)=O.C(O)(C(F)(F)F)=O. Given the product [N:1]1[CH:6]=[CH:5][CH:4]=[N:3][C:2]=1[C:7]1[O:15][C:10]2=[CH:11][N:12]=[CH:13][CH:14]=[C:9]2[C:8]=1[NH:16][C:17]1[CH:25]=[CH:24][CH:23]=[C:22]2[C:18]=1[C:19]([C:33]([O:35][CH3:36])=[O:34])=[N:20][NH:21]2, predict the reactants needed to synthesize it. (3) Given the product [Cl:1][C:2]1[S:6][C:5]([C:7]([NH:9][CH2:10][C:11]2[N:12]=[CH:13][N:14]([C:16]3[CH:21]=[CH:20][C:19]([N:22]4[CH:27]=[CH:26][CH:25]=[CH:24][C:23]4=[O:28])=[CH:18][C:17]=3[S:31][CH3:30])[CH:15]=2)=[O:8])=[CH:4][CH:3]=1, predict the reactants needed to synthesize it. The reactants are: [Cl:1][C:2]1[S:6][C:5]([C:7]([NH:9][CH2:10][C:11]2[N:12]=[CH:13][N:14]([C:16]3[CH:21]=[CH:20][C:19]([N:22]4[CH:27]=[CH:26][CH:25]=[CH:24][C:23]4=[O:28])=[CH:18][C:17]=3F)[CH:15]=2)=[O:8])=[CH:4][CH:3]=1.[CH3:30][S:31](C)=O. (4) The reactants are: [F:1][C:2]1[CH:23]=[CH:22][CH:21]=[C:20]([F:24])[C:3]=1[CH2:4][O:5][C:6]1[C:7]2[N:8]([C:13]([C:17](=[NH:19])[NH2:18])=[C:14]([CH3:16])[N:15]=2)[CH:9]=[C:10]([CH3:12])[CH:11]=1.C([N:27](CC)CC)C.O.NN. Given the product [F:1][C:2]1[CH:23]=[CH:22][CH:21]=[C:20]([F:24])[C:3]=1[CH2:4][O:5][C:6]1[C:7]2[N:8]([C:13]([C:17](=[NH:18])[NH:19][NH2:27])=[C:14]([CH3:16])[N:15]=2)[CH:9]=[C:10]([CH3:12])[CH:11]=1, predict the reactants needed to synthesize it. (5) The reactants are: Cl.[OH:2][C@@H:3]1[CH2:8][CH2:7][CH2:6][NH:5][CH2:4]1.[C:9]([O:13][C:14](O[C:14]([O:13][C:9]([CH3:12])([CH3:11])[CH3:10])=[O:15])=[O:15])([CH3:12])([CH3:11])[CH3:10].C(=O)([O-])[O-].[Na+].[Na+]. Given the product [C:9]([O:13][C:14]([N:5]1[CH2:6][CH2:7][CH2:8][C@@H:3]([OH:2])[CH2:4]1)=[O:15])([CH3:12])([CH3:11])[CH3:10], predict the reactants needed to synthesize it. (6) Given the product [CH3:5][C@H:6]1[C@@H:15]2[CH2:16][CH2:17][C@@:18]3([CH3:22])[O:20][O:21][C@:14]42[C@H:9]([C@@H:10]([CH3:31])[C@H:11]([O:23][C:24]([CH2:26][CH2:27][C:28]([OH:30])=[O:29])=[O:25])[O:12][C@@H:13]4[O:19]3)[CH2:8][CH2:7]1.[CH3:5][C@H:6]1[C@@H:15]2[CH2:16][CH2:17][C@@:18]3([CH3:22])[O:20][O:21][C@:14]42[C@H:9]([C@@H:10]([CH3:31])[C@@H:11]([O:23][C:24]([CH2:26][CH2:27][C:28]([O-:30])=[O:29])=[O:25])[O:12][C@@H:13]4[O:19]3)[CH2:8][CH2:7]1.[Na+:36], predict the reactants needed to synthesize it. The reactants are: CS(C)=O.[CH3:5][C@H:6]1[C@@H:15]2[CH2:16][CH2:17][C@@:18]3([CH3:22])[O:20][O:21][C@:14]42[C@H:9]([C@@H:10]([CH3:31])[C@H:11]([O:23][C:24]([CH2:26][CH2:27][C:28]([OH:30])=[O:29])=[O:25])[O:12][C@@H:13]4[O:19]3)[CH2:8][CH2:7]1.C(=O)(O)[O-].[Na+:36].